Predict the reaction yield, written as a fraction of the theoretical maximum amount of product (1.0 means a 100% yield; for example, 0.34 means a 34% yield). From a dataset of Reaction yield outcomes from USPTO patents with 853,638 reactions. (1) The reactants are [CH3:1][N:2]1[C:6]2[C:7]([C:11]([O:13][CH3:14])=[O:12])=[CH:8][CH:9]=[CH:10][C:5]=2[NH:4][C:3]1=O.P(Cl)(Cl)([Cl:18])=O. No catalyst specified. The product is [Cl:18][C:3]1[N:2]([CH3:1])[C:6]2[C:7]([C:11]([O:13][CH3:14])=[O:12])=[CH:8][CH:9]=[CH:10][C:5]=2[N:4]=1. The yield is 0.810. (2) The reactants are Cl.Cl.[Cl:3][C:4]1[CH:26]=[C:25]([F:27])[CH:24]=[CH:23][C:5]=1[C:6]([NH:8][C:9]1[CH:14]=[CH:13][CH:12]=[C:11]([NH:15][CH:16]2[CH2:21][CH2:20][N:19]([CH3:22])[CH2:18][CH2:17]2)[CH:10]=1)=[O:7].[CH:28]1([C:31](Cl)=[O:32])[CH2:30][CH2:29]1. The catalyst is O1CCOCC1. The product is [ClH:3].[Cl:3][C:4]1[CH:26]=[C:25]([F:27])[CH:24]=[CH:23][C:5]=1[C:6]([NH:8][C:9]1[CH:14]=[CH:13][CH:12]=[C:11]([N:15]([C:31]([CH:28]2[CH2:30][CH2:29]2)=[O:32])[CH:16]2[CH2:17][CH2:18][N:19]([CH3:22])[CH2:20][CH2:21]2)[CH:10]=1)=[O:7]. The yield is 0.930. (3) The reactants are [C:1]([NH2:4])(=[S:3])[CH3:2].Br[CH2:6][C:7]([C:9]1[CH:14]=[CH:13][C:12]([O:15][CH3:16])=[CH:11][CH:10]=1)=O. The catalyst is O. The product is [CH3:16][O:15][C:12]1[CH:13]=[CH:14][C:9]([C:7]2[N:4]=[C:1]([CH3:2])[S:3][CH:6]=2)=[CH:10][CH:11]=1. The yield is 0.690. (4) The reactants are [CH2:1]([N:3]1[C:12]2[C:7](=[N:8][CH:9]=[C:10]([CH2:13][C:14]3[CH:19]=[CH:18][C:17]([F:20])=[CH:16][CH:15]=3)[CH:11]=2)[C:6]([OH:21])=[C:5]([C:22](OCC)=[O:23])[C:4]1=[O:27])[CH3:2].[NH2:28][CH:29]([CH3:32])[CH2:30][OH:31]. No catalyst specified. The product is [CH2:1]([N:3]1[C:12]2[C:7](=[N:8][CH:9]=[C:10]([CH2:13][C:14]3[CH:19]=[CH:18][C:17]([F:20])=[CH:16][CH:15]=3)[CH:11]=2)[C:6]([OH:21])=[C:5]([C:22]([NH:28][CH:29]([CH3:32])[CH2:30][OH:31])=[O:23])[C:4]1=[O:27])[CH3:2]. The yield is 0.660.